This data is from Full USPTO retrosynthesis dataset with 1.9M reactions from patents (1976-2016). The task is: Predict the reactants needed to synthesize the given product. (1) Given the product [CH3:1][C@H:2]1[NH:7][C@@H:6]([CH3:8])[CH2:5][N:4]([C:9]2[CH:10]=[C:11]([NH:12][S:36]([C:34]3[S:35][C:31]([C:26]4[CH:27]=[CH:28][CH:29]=[CH:30][N:25]=4)=[CH:32][CH:33]=3)(=[O:37])=[O:38])[CH:13]=[CH:14][C:15]=2[O:16][CH3:17])[CH2:3]1, predict the reactants needed to synthesize it. The reactants are: [CH3:1][C@H:2]1[NH:7][C@@H:6]([CH3:8])[CH2:5][N:4]([C:9]2[CH:10]=[C:11]([CH:13]=[CH:14][C:15]=2[O:16][CH3:17])[NH2:12])[CH2:3]1.CN1CCOCC1.[N:25]1[CH:30]=[CH:29][CH:28]=[CH:27][C:26]=1[C:31]1[S:35][C:34]([S:36](Cl)(=[O:38])=[O:37])=[CH:33][CH:32]=1. (2) Given the product [C:1]([O:5][C:6]([N:8]1[CH2:13][C:12](=[O:14])[N:11]([C:15]2[CH:16]=[CH:17][C:18]([O:21][CH2:30][C:31]3[CH:36]=[CH:35][CH:34]=[CH:33][CH:32]=3)=[CH:19][CH:20]=2)[C@@H:10]([CH2:22][OH:23])[CH2:9]1)=[O:7])([CH3:4])([CH3:3])[CH3:2], predict the reactants needed to synthesize it. The reactants are: [C:1]([O:5][C:6]([N:8]1[CH2:13][C:12](=[O:14])[N:11]([C:15]2[CH:20]=[CH:19][C:18]([OH:21])=[CH:17][CH:16]=2)[C@@H:10]([CH2:22][OH:23])[CH2:9]1)=[O:7])([CH3:4])([CH3:3])[CH3:2].C(=O)([O-])[O-].[Cs+].[Cs+].[CH2:30](Br)[C:31]1[CH:36]=[CH:35][CH:34]=[CH:33][CH:32]=1.